Dataset: Reaction yield outcomes from USPTO patents with 853,638 reactions. Task: Predict the reaction yield, written as a fraction of the theoretical maximum amount of product (1.0 means a 100% yield; for example, 0.34 means a 34% yield). The reactants are CS(O)(=O)=O.[NH2:6][CH2:7][C:8]1[CH:9]=[C:10]2[C:14](=[CH:15][CH:16]=1)[C:13](=[O:17])[N:12]([CH:18]1[CH2:23][CH2:22][C:21](=[O:24])[NH:20][C:19]1=[O:25])[CH2:11]2.C1N=CN([C:31](N2C=NC=C2)=[O:32])C=1.[F:38][C:39]1[CH:44]=[C:43]([F:45])[CH:42]=[CH:41][C:40]=1[C:46]1[N:47]=[C:48]([NH2:51])[S:49][CH:50]=1.O. The catalyst is CN(C=O)C.C(OCC)(=O)C. The product is [F:38][C:39]1[CH:44]=[C:43]([F:45])[CH:42]=[CH:41][C:40]=1[C:46]1[N:47]=[C:48]([NH:51][C:31]([NH:6][CH2:7][C:8]2[CH:9]=[C:10]3[C:14](=[CH:15][CH:16]=2)[C:13](=[O:17])[N:12]([CH:18]2[CH2:23][CH2:22][C:21](=[O:24])[NH:20][C:19]2=[O:25])[CH2:11]3)=[O:32])[S:49][CH:50]=1. The yield is 0.130.